This data is from Reaction yield outcomes from USPTO patents with 853,638 reactions. The task is: Predict the reaction yield, written as a fraction of the theoretical maximum amount of product (1.0 means a 100% yield; for example, 0.34 means a 34% yield). (1) The reactants are C([O:4][C:5]1[CH:6]=[C:7]([CH:21]=[C:22]([O:24]C(=O)C)[CH:23]=1)[C:8]([NH:10][C:11]1[N:16]=[CH:15][C:14]([C:17]([O:19][CH3:20])=[O:18])=[CH:13][CH:12]=1)=[O:9])(=O)C.C[O-].[Na+].Cl.C(=O)(O)[O-].[Na+]. No catalyst specified. The product is [OH:4][C:5]1[CH:6]=[C:7]([CH:21]=[C:22]([OH:24])[CH:23]=1)[C:8]([NH:10][C:11]1[N:16]=[CH:15][C:14]([C:17]([O:19][CH3:20])=[O:18])=[CH:13][CH:12]=1)=[O:9]. The yield is 0.770. (2) The reactants are [OH:1][CH2:2][CH2:3][N:4]([CH:22]([CH3:24])[CH3:23])[C:5]([C:7]1[S:8][C:9]2[CH2:10][CH2:11][O:12][C:13]3[CH:20]=[CH:19][C:18](Br)=[CH:17][C:14]=3[C:15]=2[N:16]=1)=[O:6].CC1(C)C(C)(C)OB([C:33]2[CH:34]=[N:35][N:36]([CH2:38][C@H:39]([OH:41])[CH3:40])[CH:37]=2)O1. No catalyst specified. The product is [OH:1][CH2:2][CH2:3][N:4]([CH:22]([CH3:24])[CH3:23])[C:5]([C:7]1[S:8][C:9]2[CH2:10][CH2:11][O:12][C:13]3[CH:20]=[CH:19][C:18]([C:33]4[CH:34]=[N:35][N:36]([CH2:38][C@H:39]([OH:41])[CH3:40])[CH:37]=4)=[CH:17][C:14]=3[C:15]=2[N:16]=1)=[O:6]. The yield is 0.100. (3) The catalyst is C1(C)C=CC=CC=1.O.C1C=CC(P(C2C=CC=CC=2)[C-]2C=CC=C2)=CC=1.C1C=CC(P(C2C=CC=CC=2)[C-]2C=CC=C2)=CC=1.Cl[Pd]Cl.[Fe+2]. The product is [N:1]1[O:2][N:3]=[C:4]2[CH:9]=[C:8]([C:10]3[O:14][C:13]([CH3:16])([CH3:15])[C:12](=[O:17])[C:11]=3[C:27]3[CH:28]=[CH:29][C:30]([O:31][CH2:32][C:33]4[CH:42]=[CH:41][C:40]5[C:35](=[CH:36][CH:37]=[CH:38][CH:39]=5)[N:34]=4)=[CH:43][CH:44]=3)[CH:7]=[CH:6][C:5]=12. The reactants are [N:1]1[O:2][N:3]=[C:4]2[CH:9]=[C:8]([C:10]3[O:14][C:13]([CH3:16])([CH3:15])[C:12](=[O:17])[C:11]=3Br)[CH:7]=[CH:6][C:5]=12.CC1(C)C(C)(C)OB([C:27]2[CH:44]=[CH:43][C:30]([O:31][CH2:32][C:33]3[CH:42]=[CH:41][C:40]4[C:35](=[CH:36][CH:37]=[CH:38][CH:39]=4)[N:34]=3)=[CH:29][CH:28]=2)O1.C([O-])([O-])=O.[Cs+].[Cs+]. The yield is 0.570. (4) The product is [C:1]([N:4]1[CH2:9][CH2:8][N:7]2[N:10]=[C:11]([NH:13][C:14]3[C:15](=[O:22])[N:16]([CH3:21])[CH:17]=[C:18]([B:23]4[O:27][C:26]([CH3:29])([CH3:28])[C:25]([CH3:31])([CH3:30])[O:24]4)[CH:19]=3)[CH:12]=[C:6]2[CH2:5]1)(=[O:3])[CH3:2]. The yield is 0.800. The catalyst is C1C=CC(/C=C/C(/C=C/C2C=CC=CC=2)=O)=CC=1.C1C=CC(/C=C/C(/C=C/C2C=CC=CC=2)=O)=CC=1.C1C=CC(/C=C/C(/C=C/C2C=CC=CC=2)=O)=CC=1.[Pd].[Pd].O1CCOCC1. The reactants are [C:1]([N:4]1[CH2:9][CH2:8][N:7]2[N:10]=[C:11]([NH:13][C:14]3[C:15](=[O:22])[N:16]([CH3:21])[CH:17]=[C:18](Br)[CH:19]=3)[CH:12]=[C:6]2[CH2:5]1)(=[O:3])[CH3:2].[B:23]1([B:23]2[O:27][C:26]([CH3:29])([CH3:28])[C:25]([CH3:31])([CH3:30])[O:24]2)[O:27][C:26]([CH3:29])([CH3:28])[C:25]([CH3:31])([CH3:30])[O:24]1.CC(C1C=C(C(C)C)C(C2C=CC=CC=2P(C2CCCCC2)C2CCCCC2)=C(C(C)C)C=1)C.C(O[K])(C)=O.